This data is from Reaction yield outcomes from USPTO patents with 853,638 reactions. The task is: Predict the reaction yield, written as a fraction of the theoretical maximum amount of product (1.0 means a 100% yield; for example, 0.34 means a 34% yield). The reactants are [C:1]([NH:9][C:10]1[C:11]2[N:12]=[CH:13][N:14]([C:23]=2[N:24]=[CH:25][N:26]=1)[C@@H:15]1[O:22][C@H:19]([CH2:20][OH:21])[C@@H:17]([OH:18])[CH2:16]1)(=[O:8])[C:2]1[CH:7]=[CH:6][CH:5]=[CH:4][CH:3]=1.[C:27]([C:35]1[CH:36]=[CH:37][C:38]([N+:48]([O-:50])=[O:49])=[C:39]([CH:41]([CH3:47])[CH2:42][O:43][C:44](Cl)=[O:45])[CH:40]=1)(=[O:34])[C:28]1[CH:33]=[CH:32][CH:31]=[CH:30][CH:29]=1.C(Cl)Cl. The catalyst is N1C=CC=CC=1. The product is [C:1]([NH:9][C:10]1[C:11]2[N:12]=[CH:13][N:14]([C:23]=2[N:24]=[CH:25][N:26]=1)[C@@H:15]1[O:22][C@H:19]([CH2:20][O:21][C:44]([O:43][CH2:42][CH:41]([C:39]2[CH:40]=[C:35]([C:27](=[O:34])[C:28]3[CH:29]=[CH:30][CH:31]=[CH:32][CH:33]=3)[CH:36]=[CH:37][C:38]=2[N+:48]([O-:50])=[O:49])[CH3:47])=[O:45])[C@@H:17]([OH:18])[CH2:16]1)(=[O:8])[C:2]1[CH:3]=[CH:4][CH:5]=[CH:6][CH:7]=1. The yield is 0.570.